Dataset: Full USPTO retrosynthesis dataset with 1.9M reactions from patents (1976-2016). Task: Predict the reactants needed to synthesize the given product. (1) Given the product [CH2:34]([CH:33]([C:32]1[C:27]2[N:28]([C:24]([C:22]3[S:23][C:19]([C:2]4[CH:3]=[N:4][CH:5]=[CH:6][CH:7]=4)=[CH:20][C:21]=3[C:40]#[N:41])=[C:25]([CH3:39])[N:26]=2)[N:29]=[C:30]([CH3:38])[CH:31]=1)[CH2:36][CH3:37])[CH3:35], predict the reactants needed to synthesize it. The reactants are: I[C:2]1[CH:3]=[N:4][CH:5]=[CH:6][CH:7]=1.C1COCC1.[Li]C(C)(C)C.Br[C:19]1[S:23][C:22]([C:24]2[N:28]3[N:29]=[C:30]([CH3:38])[CH:31]=[C:32]([CH:33]([CH2:36][CH3:37])[CH2:34][CH3:35])[C:27]3=[N:26][C:25]=2[CH3:39])=[C:21]([C:40]#[N:41])[CH:20]=1. (2) Given the product [C:33]([C:30]1[CH:31]=[CH:32][C:27]([N:23]2[CH2:24][CH2:25][CH:20]([C:18]([NH:17][C:8]3[S:9][C:10]([N:11]4[CH2:16][CH2:15][O:14][CH2:13][CH2:12]4)=[C:6]([C:2]4[O:1][CH:5]=[CH:4][CH:3]=4)[N:7]=3)=[O:19])[CH2:21][CH2:22]2)=[N:28][CH:29]=1)#[N:34], predict the reactants needed to synthesize it. The reactants are: [O:1]1[CH:5]=[CH:4][CH:3]=[C:2]1[C:6]1[N:7]=[C:8]([NH:17][C:18]([CH:20]2[CH2:25][CH2:24][NH:23][CH2:22][CH2:21]2)=[O:19])[S:9][C:10]=1[N:11]1[CH2:16][CH2:15][O:14][CH2:13][CH2:12]1.Cl[C:27]1[CH:32]=[CH:31][C:30]([C:33]#[N:34])=[CH:29][N:28]=1.C(=O)([O-])[O-].[K+].[K+]. (3) The reactants are: C(=O)([O-])[O-].[K+].[K+].[O:7]1[CH2:11][CH2:10][CH:9]([CH2:12][NH:13][C:14]([C:16]2[C:20]([C:21]#[C:22][Si](C)(C)C)=[C:19]([CH2:27][O:28][CH2:29][C:30]3[CH:35]=[CH:34][CH:33]=[CH:32][C:31]=3[F:36])[O:18][N:17]=2)=[O:15])[CH2:8]1.Cl. Given the product [O:7]1[CH2:11][CH2:10][CH:9]([CH2:12][NH:13][C:14]([C:16]2[C:20]([C:21]#[CH:22])=[C:19]([CH2:27][O:28][CH2:29][C:30]3[CH:35]=[CH:34][CH:33]=[CH:32][C:31]=3[F:36])[O:18][N:17]=2)=[O:15])[CH2:8]1, predict the reactants needed to synthesize it. (4) The reactants are: [Cl:1][C:2]1[C:11]2[C:6](=[CH:7][C:8]([O:15][CH2:16][CH3:17])=[C:9]([O:12][CH2:13][CH3:14])[CH:10]=2)[N:5]=[CH:4][N:3]=1.[NH2:18][C:19]1[CH:20]=[C:21]([C:25]2[N:26]=[C:27]([C:30]([NH2:32])=[O:31])[S:28][CH:29]=2)[CH:22]=[CH:23][CH:24]=1. Given the product [ClH:1].[CH2:13]([O:12][C:9]1[CH:10]=[C:11]2[C:6](=[CH:7][C:8]=1[O:15][CH2:16][CH3:17])[N:5]=[CH:4][N:3]=[C:2]2[NH:18][C:19]1[CH:20]=[C:21]([C:25]2[N:26]=[C:27]([C:30]([NH2:32])=[O:31])[S:28][CH:29]=2)[CH:22]=[CH:23][CH:24]=1)[CH3:14], predict the reactants needed to synthesize it. (5) Given the product [NH2:1][C:2]1[S:3][C:4]([CH3:12])=[C:5]([C:7]([NH:14][CH3:13])=[O:8])[N:6]=1, predict the reactants needed to synthesize it. The reactants are: [NH2:1][C:2]1[S:3][C:4]([CH3:12])=[C:5]([C:7](OCC)=[O:8])[N:6]=1.[CH3:13][NH2:14]. (6) Given the product [CH3:1][O:2][C:3]1[CH:4]=[CH:5][C:6]2[NH:12][C:11](=[O:13])[N:10]([CH:14]3[CH2:19][CH2:18][N:17]([C:22]4[CH:27]=[C:26]([C:28]([OH:30])=[O:29])[CH:25]=[CH:24][N:23]=4)[CH2:16][CH2:15]3)[CH2:9][CH2:8][C:7]=2[CH:20]=1, predict the reactants needed to synthesize it. The reactants are: [CH3:1][O:2][C:3]1[CH:4]=[CH:5][C:6]2[NH:12][C:11](=[O:13])[N:10]([CH:14]3[CH2:19][CH2:18][NH:17][CH2:16][CH2:15]3)[CH2:9][CH2:8][C:7]=2[CH:20]=1.F[C:22]1[CH:27]=[C:26]([C:28]([OH:30])=[O:29])[CH:25]=[CH:24][N:23]=1.